This data is from Reaction yield outcomes from USPTO patents with 853,638 reactions. The task is: Predict the reaction yield, written as a fraction of the theoretical maximum amount of product (1.0 means a 100% yield; for example, 0.34 means a 34% yield). (1) The yield is 0.547. The reactants are [F:1][C:2]1([F:11])[CH2:5][CH:4]([C:6]([N:8]([CH3:10])[CH3:9])=O)[CH2:3]1.[H-].[Al+3].[Li+].[H-].[H-].[H-]. The product is [F:1][C:2]1([F:11])[CH2:5][CH:4]([CH2:6][N:8]([CH3:10])[CH3:9])[CH2:3]1. The catalyst is C1COCC1. (2) The reactants are [O:1]=[C:2]1[C:6]2([CH2:11][CH2:10][NH:9][CH2:8][CH2:7]2)[N:5]([C:12]2[CH:17]=[CH:16][CH:15]=[CH:14][CH:13]=2)[CH2:4][N:3]1[C:18]1[CH:30]=[CH:29][C:21]([C:22]([O:24][C:25]([CH3:28])([CH3:27])[CH3:26])=[O:23])=[CH:20][CH:19]=1.I[CH2:32][CH2:33][CH2:34][C:35]([C:37]1[CH:42]=[CH:41][CH:40]=[CH:39][CH:38]=1)=[O:36].C(=O)([O-])[O-].[K+].[K+]. The catalyst is CN(C)C=O.C(OCC)(=O)C. The product is [O:1]=[C:2]1[C:6]2([CH2:11][CH2:10][N:9]([CH2:32][CH2:33][CH2:34][C:35](=[O:36])[C:37]3[CH:42]=[CH:41][CH:40]=[CH:39][CH:38]=3)[CH2:8][CH2:7]2)[N:5]([C:12]2[CH:13]=[CH:14][CH:15]=[CH:16][CH:17]=2)[CH2:4][N:3]1[C:18]1[CH:19]=[CH:20][C:21]([C:22]([O:24][C:25]([CH3:27])([CH3:26])[CH3:28])=[O:23])=[CH:29][CH:30]=1. The yield is 0.800. (3) The reactants are [OH:1][C:2]1[CH:11]=[CH:10][CH:9]=[C:8]2[C:3]=1[C:4]([C:13]([F:16])([F:15])[F:14])=[CH:5][C:6](=[O:12])[NH:7]2.C(NC(C)C)(C)C.[Br:24]N1C(=O)CCC1=O.Cl. The catalyst is CCOC(C)=O. The product is [Br:24][C:11]1[C:2]([OH:1])=[C:3]2[C:8](=[CH:9][CH:10]=1)[NH:7][C:6](=[O:12])[CH:5]=[C:4]2[C:13]([F:16])([F:14])[F:15]. The yield is 0.770. (4) The reactants are C([O:8][C:9]1[CH:19]=[CH:18][C:12]([C:13]([N:15]([CH3:17])[CH3:16])=[O:14])=[CH:11][C:10]=1[C:20]([NH:22][C:23]1[CH:28]=[C:27]([C:29]([F:32])([F:31])[F:30])[CH:26]=[C:25]([C:33]([F:36])([F:35])[F:34])[CH:24]=1)=[O:21])C1C=CC=CC=1.C(O)C. The catalyst is [Pd].C(OCC)(=O)C. The product is [F:30][C:29]([F:31])([F:32])[C:27]1[CH:28]=[C:23]([NH:22][C:20](=[O:21])[C:10]2[CH:11]=[C:12]([CH:18]=[CH:19][C:9]=2[OH:8])[C:13]([N:15]([CH3:17])[CH3:16])=[O:14])[CH:24]=[C:25]([C:33]([F:35])([F:34])[F:36])[CH:26]=1. The yield is 0.912. (5) The reactants are [O:1]([C:8]1[CH:16]=[CH:15][C:11]([CH2:12][CH2:13][NH2:14])=[CH:10][CH:9]=1)[C:2]1[CH:7]=[CH:6][CH:5]=[CH:4][CH:3]=1.Cl[S:18]([C:21]1[C:22]([O:31][CH3:32])=[CH:23][C:24]([CH3:30])=[C:25]([CH:29]=1)[C:26]([OH:28])=[O:27])(=[O:20])=[O:19].N1C=CC=CC=1. The catalyst is O1CCCC1.CN(C)C=O.C(OCC)(=O)C. The product is [CH3:32][O:31][C:22]1[C:21]([S:18](=[O:20])(=[O:19])[NH:14][CH2:13][CH2:12][C:11]2[CH:10]=[CH:9][C:8]([O:1][C:2]3[CH:3]=[CH:4][CH:5]=[CH:6][CH:7]=3)=[CH:16][CH:15]=2)=[CH:29][C:25]([C:26]([OH:28])=[O:27])=[C:24]([CH3:30])[CH:23]=1. The yield is 0.170.